This data is from Full USPTO retrosynthesis dataset with 1.9M reactions from patents (1976-2016). The task is: Predict the reactants needed to synthesize the given product. (1) Given the product [CH3:34][C:15]1[N:14]2[N:35]=[N:36][N:37]=[C:13]2[C:18]([N+:19]([O-:21])=[O:20])=[C:17]([NH:22][CH2:23][CH2:24][NH:25][C:26](=[O:32])[O:27][C:28]([CH3:31])([CH3:30])[CH3:29])[C:16]=1[CH3:33], predict the reactants needed to synthesize it. The reactants are: O.O.O.O.O.O.O.[Cl-].[Ce+3].[Cl-].[Cl-].Cl[C:13]1[C:18]([N+:19]([O-:21])=[O:20])=[C:17]([NH:22][CH2:23][CH2:24][NH:25][C:26](=[O:32])[O:27][C:28]([CH3:31])([CH3:30])[CH3:29])[C:16]([CH3:33])=[C:15]([CH3:34])[N:14]=1.[N-:35]=[N+:36]=[N-:37].[Na+].C(#N)C. (2) Given the product [O:24]1[CH2:29][CH2:28][N:27]([C:30]2[C:35]([NH:36][C:2]3[C:11]4[C:6](=[CH:7][C:8]([F:13])=[CH:9][C:10]=4[F:12])[N:5]=[C:4]([N:14]4[CH2:19][CH2:18][N:17]([CH2:20][CH2:21][CH3:43])[C:16](=[O:22])[CH2:15]4)[C:3]=3[CH3:23])=[CH:34][C:33]([N:37]3[CH2:38][CH2:39][O:40][CH2:41][CH2:42]3)=[CH:32][N:31]=2)[CH2:26][CH2:25]1, predict the reactants needed to synthesize it. The reactants are: Br[C:2]1[C:11]2[C:6](=[CH:7][C:8]([F:13])=[CH:9][C:10]=2[F:12])[N:5]=[C:4]([N:14]2[CH2:19][CH2:18][N:17]([CH2:20][CH3:21])[C:16](=[O:22])[CH2:15]2)[C:3]=1[CH3:23].[O:24]1[CH2:29][CH2:28][N:27]([C:30]2[C:35]([NH2:36])=[CH:34][C:33]([N:37]3[CH2:42][CH2:41][O:40][CH2:39][CH2:38]3)=[CH:32][N:31]=2)[CH2:26][CH2:25]1.[C:43]1(C)C=CC=CC=1. (3) Given the product [Br-:1].[CH2:2]([N+:14]1[CH:19]=[CH:18][CH:17]=[C:16]([CH3:20])[CH:15]=1)[CH2:3][CH2:4][CH2:5][CH2:6][CH2:7][CH2:8][CH2:9][C:10]#[C:11][CH2:12][CH3:13], predict the reactants needed to synthesize it. The reactants are: [Br:1][CH2:2][CH2:3][CH2:4][CH2:5][CH2:6][CH2:7][CH2:8][CH2:9][C:10]#[C:11][CH2:12][CH3:13].[N:14]1[CH:19]=[CH:18][CH:17]=[C:16]([CH3:20])[CH:15]=1. (4) Given the product [C:19]([O:23][C:24]([N:26]1[CH2:31][CH2:30][N:29]([C:32]2[N:37]=[C:36]([C:38]3[CH:43]=[C:42]([Cl:44])[CH:41]=[CH:40][C:39]=3[O:45][C:8]3[CH:7]=[CH:6][C:5]([S:10]([NH:13][C:14]4[S:18][N:17]=[CH:16][N:15]=4)(=[O:12])=[O:11])=[CH:4][C:3]=3[C:1]#[N:2])[CH:35]=[CH:34][N:33]=2)[CH2:28][CH2:27]1)=[O:25])([CH3:22])([CH3:20])[CH3:21], predict the reactants needed to synthesize it. The reactants are: [C:1]([C:3]1[CH:4]=[C:5]([S:10]([NH:13][C:14]2[S:18][N:17]=[CH:16][N:15]=2)(=[O:12])=[O:11])[CH:6]=[CH:7][C:8]=1F)#[N:2].[C:19]([O:23][C:24]([N:26]1[CH2:31][CH2:30][N:29]([C:32]2[N:37]=[C:36]([C:38]3[CH:43]=[C:42]([Cl:44])[CH:41]=[CH:40][C:39]=3[OH:45])[CH:35]=[CH:34][N:33]=2)[CH2:28][CH2:27]1)=[O:25])([CH3:22])([CH3:21])[CH3:20].C(=O)([O-])[O-].[K+].[K+].CS(C)=O.[Cl-].[NH4+].